This data is from NCI-60 drug combinations with 297,098 pairs across 59 cell lines. The task is: Regression. Given two drug SMILES strings and cell line genomic features, predict the synergy score measuring deviation from expected non-interaction effect. Drug 1: CC12CCC3C(C1CCC2O)C(CC4=C3C=CC(=C4)O)CCCCCCCCCS(=O)CCCC(C(F)(F)F)(F)F. Drug 2: COCCOC1=C(C=C2C(=C1)C(=NC=N2)NC3=CC=CC(=C3)C#C)OCCOC.Cl. Cell line: SK-OV-3. Synergy scores: CSS=4.65, Synergy_ZIP=-2.33, Synergy_Bliss=-0.733, Synergy_Loewe=-6.34, Synergy_HSA=-2.91.